Dataset: NCI-60 drug combinations with 297,098 pairs across 59 cell lines. Task: Regression. Given two drug SMILES strings and cell line genomic features, predict the synergy score measuring deviation from expected non-interaction effect. (1) Drug 1: CC(C1=C(C=CC(=C1Cl)F)Cl)OC2=C(N=CC(=C2)C3=CN(N=C3)C4CCNCC4)N. Drug 2: C1=CC=C(C=C1)NC(=O)CCCCCCC(=O)NO. Cell line: SF-539. Synergy scores: CSS=8.04, Synergy_ZIP=-5.08, Synergy_Bliss=-9.21, Synergy_Loewe=-12.9, Synergy_HSA=-8.37. (2) Drug 1: CC1=CC=C(C=C1)C2=CC(=NN2C3=CC=C(C=C3)S(=O)(=O)N)C(F)(F)F. Drug 2: CC12CCC3C(C1CCC2OP(=O)(O)O)CCC4=C3C=CC(=C4)OC(=O)N(CCCl)CCCl.[Na+]. Cell line: OVCAR-8. Synergy scores: CSS=-2.79, Synergy_ZIP=-1.23, Synergy_Bliss=-4.52, Synergy_Loewe=-5.42, Synergy_HSA=-5.75. (3) Synergy scores: CSS=-19.0, Synergy_ZIP=8.93, Synergy_Bliss=-3.00, Synergy_Loewe=-13.4, Synergy_HSA=-16.2. Cell line: HCC-2998. Drug 2: CN1C(=O)N2C=NC(=C2N=N1)C(=O)N. Drug 1: CCCS(=O)(=O)NC1=C(C(=C(C=C1)F)C(=O)C2=CNC3=C2C=C(C=N3)C4=CC=C(C=C4)Cl)F. (4) Drug 2: C1C(C(OC1N2C=NC3=C(N=C(N=C32)Cl)N)CO)O. Synergy scores: CSS=39.0, Synergy_ZIP=-7.64, Synergy_Bliss=-2.77, Synergy_Loewe=-2.04, Synergy_HSA=-2.04. Drug 1: CC12CCC3C(C1CCC2=O)CC(=C)C4=CC(=O)C=CC34C. Cell line: UO-31. (5) Drug 1: CNC(=O)C1=CC=CC=C1SC2=CC3=C(C=C2)C(=NN3)C=CC4=CC=CC=N4. Cell line: RPMI-8226. Drug 2: CC1=C(C(CCC1)(C)C)C=CC(=CC=CC(=CC(=O)O)C)C. Synergy scores: CSS=47.6, Synergy_ZIP=4.65, Synergy_Bliss=5.43, Synergy_Loewe=-8.80, Synergy_HSA=1.83.